From a dataset of CYP2D6 inhibition data for predicting drug metabolism from PubChem BioAssay. Regression/Classification. Given a drug SMILES string, predict its absorption, distribution, metabolism, or excretion properties. Task type varies by dataset: regression for continuous measurements (e.g., permeability, clearance, half-life) or binary classification for categorical outcomes (e.g., BBB penetration, CYP inhibition). Dataset: cyp2d6_veith. (1) The molecule is COc1ccc(CNc2ccnc(-c3ccc(C(=O)N(C)C)cc3)n2)c(OC)c1. The result is 0 (non-inhibitor). (2) The molecule is CSc1nc2nc3c(c(=O)n2[nH]1)CN(Cc1ccccc1)CC3. The result is 0 (non-inhibitor).